Dataset: Peptide-MHC class I binding affinity with 185,985 pairs from IEDB/IMGT. Task: Regression. Given a peptide amino acid sequence and an MHC pseudo amino acid sequence, predict their binding affinity value. This is MHC class I binding data. (1) The peptide sequence is NSTCYVFGLY. The MHC is HLA-A03:01 with pseudo-sequence HLA-A03:01. The binding affinity (normalized) is 0.531. (2) The peptide sequence is RANNNRLPK. The MHC is HLA-A69:01 with pseudo-sequence HLA-A69:01. The binding affinity (normalized) is 0.0847. (3) The MHC is HLA-A11:01 with pseudo-sequence HLA-A11:01. The peptide sequence is LVENNFFTK. The binding affinity (normalized) is 0.702. (4) The peptide sequence is KEDYQIGGY. The MHC is HLA-A26:01 with pseudo-sequence HLA-A26:01. The binding affinity (normalized) is 0.0413. (5) The peptide sequence is AVPMWEVHY. The MHC is Mamu-A01 with pseudo-sequence Mamu-A01. The binding affinity (normalized) is 0.250. (6) The peptide sequence is DTVTYECPL. The MHC is HLA-A26:01 with pseudo-sequence HLA-A26:01. The binding affinity (normalized) is 0.194. (7) The peptide sequence is AETQNSSFI. The MHC is HLA-B44:03 with pseudo-sequence HLA-B44:03. The binding affinity (normalized) is 0.555.